From a dataset of Catalyst prediction with 721,799 reactions and 888 catalyst types from USPTO. Predict which catalyst facilitates the given reaction. (1) Reactant: [CH2:1]([O:3][C:4](=[O:11])[CH:5]([OH:10])[CH:6]1[CH2:9][O:8][CH2:7]1)[CH3:2].CC1C=CC=C([N+]([O-])=O)C=1C(OC(=O)C1C([N+]([O-])=O)=CC=CC=1C)=O.[CH3:37][C:38]([CH3:44])([CH:42]=[CH2:43])[C:39](O)=[O:40]. Product: [CH2:1]([O:3][C:4]([CH:5]([O:10][C:39](=[O:40])[C:38]([CH3:44])([CH3:37])[CH:42]=[CH2:43])[CH:6]1[CH2:7][O:8][CH2:9]1)=[O:11])[CH3:2]. The catalyst class is: 119. (2) Reactant: [CH3:1][O:2][C:3]1[C:4]([N+:26]([O-:28])=[O:27])=[C:5]2[C:14](=[CH:15][CH:16]=1)[CH:13](O)[CH:12]([C:18]1[CH:23]=[CH:22][C:21]([O:24][CH3:25])=[CH:20][CH:19]=1)[CH:11]1[CH:6]2[CH2:7][CH2:8][CH2:9][CH2:10]1.C1(C)C=CC(S(O)(=O)=O)=CC=1.C1(C)C=CC=CC=1. Product: [CH3:1][O:2][C:3]1[C:4]([N+:26]([O-:28])=[O:27])=[C:5]2[C:14](=[CH:15][CH:16]=1)[CH:13]=[C:12]([C:18]1[CH:19]=[CH:20][C:21]([O:24][CH3:25])=[CH:22][CH:23]=1)[CH:11]1[CH:6]2[CH2:7][CH2:8][CH2:9][CH2:10]1. The catalyst class is: 13. (3) Reactant: [CH2:1]([N:8]1[CH2:13][CH2:12][N:11]([CH2:14][C:15]2[CH:20]=[CH:19][CH:18]=[CH:17][CH:16]=2)[CH2:10][CH:9]1[CH2:21]Cl)[C:2]1[CH:7]=[CH:6][CH:5]=[CH:4][CH:3]=1.[CH3:23][NH:24][CH3:25]. Product: [CH2:1]([N:8]1[CH2:13][CH2:12][N:11]([CH2:14][C:15]2[CH:20]=[CH:19][CH:18]=[CH:17][CH:16]=2)[CH2:10][CH:9]1[CH2:21][N:24]([CH3:25])[CH3:23])[C:2]1[CH:7]=[CH:6][CH:5]=[CH:4][CH:3]=1. The catalyst class is: 8. (4) Reactant: [NH2:1][C:2]1[CH:17]=[CH:16][CH:15]=[C:14]([Cl:18])[C:3]=1[C:4]([NH:6][C:7]1[CH:12]=[CH:11][C:10]([F:13])=[CH:9][CH:8]=1)=[O:5].[C:19]([O:23][C:24]([NH:26][C@@H:27]([CH2:31][CH3:32])[C:28](O)=[O:29])=[O:25])([CH3:22])([CH3:21])[CH3:20].CN(C(ON1N=NC2C=CC=NC1=2)=[N+](C)C)C.F[P-](F)(F)(F)(F)F.CCN(C(C)C)C(C)C. Product: [Cl:18][C:14]1[C:3]([C:4](=[O:5])[NH:6][C:7]2[CH:8]=[CH:9][C:10]([F:13])=[CH:11][CH:12]=2)=[C:2]([NH:1][C:28](=[O:29])[C@@H:27]([NH:26][C:24](=[O:25])[O:23][C:19]([CH3:21])([CH3:20])[CH3:22])[CH2:31][CH3:32])[CH:17]=[CH:16][CH:15]=1. The catalyst class is: 2. (5) Reactant: [NH2:1][C@H:2]1[C:11]2[C:6](=[CH:7][CH:8]=[CH:9][CH:10]=2)[N:5]([C:12](=[O:14])[CH3:13])[C@@H:4]([CH3:15])[C@@H:3]1[CH3:16].Cl[C:18]1[N:23]=[CH:22][CH:21]=[CH:20][N:19]=1.CC(C)([O-])C.[Na+].CN(C1C(C2C(P(C3CCCCC3)C3CCCCC3)=CC=CC=2)=CC=CC=1)C. Product: [CH3:15][C@H:4]1[C@H:3]([CH3:16])[C@@H:2]([NH:1][C:18]2[N:23]=[CH:22][CH:21]=[CH:20][N:19]=2)[C:11]2[C:6](=[CH:7][CH:8]=[CH:9][CH:10]=2)[N:5]1[C:12](=[O:14])[CH3:13]. The catalyst class is: 102. (6) The catalyst class is: 35. Product: [NH3:3].[P:4]([O:56][CH2:55][CH2:54][N:50]([CH2:49][CH2:48][CH2:47][O:46][C:40]1[CH:39]=[C:38]2[C:43]([C:34]([NH:33][C:31]3[CH:30]=[N:29][N:28]([CH2:27][C:26]([NH:25][C:19]4[CH:20]=[CH:21][CH:22]=[C:23]([F:24])[C:18]=4[F:17])=[O:57])[CH:32]=3)=[N:35][CH:36]=[N:37]2)=[CH:42][C:41]=1[O:44][CH3:45])[CH2:51][CH2:52][CH3:53])([O:5][C:6]([CH3:7])([CH3:8])[CH3:9])([O:10][C:11]([CH3:12])([CH3:13])[CH3:14])=[O:66]. Reactant: C([N:3](CC)[P:4]([O:10][C:11]([CH3:14])([CH3:13])[CH3:12])[O:5][C:6]([CH3:9])([CH3:8])[CH3:7])C.[F:17][C:18]1[C:23]([F:24])=[CH:22][CH:21]=[CH:20][C:19]=1[NH:25][C:26](=[O:57])[CH2:27][N:28]1[CH:32]=[C:31]([NH:33][C:34]2[C:43]3[C:38](=[CH:39][C:40]([O:46][CH2:47][CH2:48][CH2:49][N:50]([CH2:54][CH2:55][OH:56])[CH2:51][CH2:52][CH3:53])=[C:41]([O:44][CH3:45])[CH:42]=3)[N:37]=[CH:36][N:35]=2)[CH:30]=[N:29]1.N1C=NN=N1.OO.S(S([O-])=O)([O-])(=O)=[O:66].[Na+].[Na+].C(=O)(O)[O-].[Na+]. (7) Product: [C:1]([NH:11][C@H:12]([C:16]([O:18][CH2:19][CH2:20][O:21][C:22]([O:24][CH2:25][I:27])=[O:23])=[O:17])[CH:13]([CH3:15])[CH3:14])([O:3][CH2:4][C:5]1[CH:10]=[CH:9][CH:8]=[CH:7][CH:6]=1)=[O:2]. Reactant: [C:1]([NH:11][C@H:12]([C:16]([O:18][CH2:19][CH2:20][O:21][C:22]([O:24][CH2:25]Cl)=[O:23])=[O:17])[CH:13]([CH3:15])[CH3:14])([O:3][CH2:4][C:5]1[CH:10]=[CH:9][CH:8]=[CH:7][CH:6]=1)=[O:2].[I-:27].[Na+]. The catalyst class is: 10. (8) Reactant: [N+:1]([C:4]1[CH:9]=[CH:8][C:7]([CH2:10][CH2:11][CH2:12][C:13]2[N:17]([CH3:18])[N:16]=[C:15]([C:19]3[CH:24]=[CH:23][C:22]([F:25])=[CH:21][CH:20]=3)[C:14]=2[C:26]2[CH:31]=[CH:30][N:29]=[CH:28][CH:27]=2)=[CH:6][CH:5]=1)([O-])=O.C1CCCCC=1. Product: [NH2:1][C:4]1[CH:9]=[CH:8][C:7]([CH2:10][CH2:11][CH2:12][C:13]2[N:17]([CH3:18])[N:16]=[C:15]([C:19]3[CH:24]=[CH:23][C:22]([F:25])=[CH:21][CH:20]=3)[C:14]=2[C:26]2[CH:27]=[CH:28][N:29]=[CH:30][CH:31]=2)=[CH:6][CH:5]=1. The catalyst class is: 129. (9) Reactant: [Br-:1].[Br-].[Br-].[NH+]1C=CC=CC=1.[NH+]1C=CC=CC=1.[NH+]1C=CC=CC=1.[O:22]1[CH:26]=[CH:25][C:24]([C:27]([OH:29])=[O:28])=[CH:23]1. Product: [Br:1][C:26]1[O:22][CH:23]=[C:24]([C:27]([OH:29])=[O:28])[CH:25]=1. The catalyst class is: 15.